This data is from Full USPTO retrosynthesis dataset with 1.9M reactions from patents (1976-2016). The task is: Predict the reactants needed to synthesize the given product. (1) Given the product [F:1][C:2]1[C:3]([O:29][CH3:30])=[C:4]([C:9]2[C:17]3[C:12](=[N:13][CH:14]=[C:15]([C:18]4[CH:19]=[N:20][N:21]([CH:23]5[CH2:24][CH2:25][N:26]([S:41]([CH2:38][CH2:39][CH3:40])(=[O:43])=[O:42])[CH2:27][CH2:28]5)[CH:22]=4)[CH:16]=3)[NH:11][CH:10]=2)[CH:5]=[C:6]([F:8])[CH:7]=1, predict the reactants needed to synthesize it. The reactants are: [F:1][C:2]1[C:3]([O:29][CH3:30])=[C:4]([C:9]2[C:17]3[C:12](=[N:13][CH:14]=[C:15]([C:18]4[CH:19]=[N:20][N:21]([CH:23]5[CH2:28][CH2:27][NH:26][CH2:25][CH2:24]5)[CH:22]=4)[CH:16]=3)[NH:11][CH:10]=2)[CH:5]=[C:6]([F:8])[CH:7]=1.C(N(CC)CC)C.[CH2:38]([S:41](Cl)(=[O:43])=[O:42])[CH2:39][CH3:40]. (2) Given the product [OH:26][CH2:25][C:22]([CH3:24])([CH3:23])[CH2:21][CH2:20][CH2:19][O:18][CH2:17][CH2:16][O:15][CH2:14][CH2:13][CH2:12][C:11]([CH3:31])([CH3:30])[CH2:10][OH:9], predict the reactants needed to synthesize it. The reactants are: [H-].[H-].[H-].[H-].[Li+].[Al+3].C([O:9][C:10](=O)[C:11]([CH3:31])([CH3:30])[CH2:12][CH2:13][CH2:14][O:15][CH2:16][CH2:17][O:18][CH2:19][CH2:20][CH2:21][C:22]([C:25](OCC)=[O:26])([CH3:24])[CH3:23])C. (3) Given the product [CH:14]1([C:2]2[CH:3]=[CH:4][C:5]([OH:10])=[C:6]([CH:9]=2)[CH:7]=[O:8])[CH2:16][CH2:15]1, predict the reactants needed to synthesize it. The reactants are: Br[C:2]1[CH:3]=[CH:4][C:5]([O:10]COC)=[C:6]([CH:9]=1)[CH:7]=[O:8].[CH:14]1(B(O)O)[CH2:16][CH2:15]1. (4) Given the product [CH3:1][O:2][C:3]1[CH:19]=[CH:18][C:6]([O:7][C:8]2[CH:13]=[CH:12][C:11]([CH3:14])=[CH:10][C:9]=2[NH2:15])=[CH:5][CH:4]=1, predict the reactants needed to synthesize it. The reactants are: [CH3:1][O:2][C:3]1[CH:19]=[CH:18][C:6]([O:7][C:8]2[CH:13]=[CH:12][C:11]([CH3:14])=[CH:10][C:9]=2[N+:15]([O-])=O)=[CH:5][CH:4]=1.[N+](C1C=CC=C(COC2C=CC=C(Br)C=2)C=1)([O-])=O. (5) Given the product [C:5]12([C:3](=[O:4])[CH2:2][S:23][C:17]3[CH:18]=[C:19]([Cl:22])[CH:20]=[CH:21][C:16]=3[Cl:15])[CH2:14][CH:9]3[CH2:10][CH:11]([CH2:13][CH:7]([CH2:8]3)[CH2:6]1)[CH2:12]2, predict the reactants needed to synthesize it. The reactants are: Br[CH2:2][C:3]([C:5]12[CH2:14][CH:9]3[CH2:10][CH:11]([CH2:13][CH:7]([CH2:8]3)[CH2:6]1)[CH2:12]2)=[O:4].[Cl:15][C:16]1[CH:21]=[CH:20][C:19]([Cl:22])=[CH:18][C:17]=1[SH:23]. (6) Given the product [SH:19][C:18]1[N:8]2[CH:7]=[C:6]([C:9]3[CH:10]=[CH:11][C:12](=[O:16])[N:13]([CH3:15])[CH:14]=3)[CH:5]=[CH:4][C:3]2=[N:1][N:2]=1, predict the reactants needed to synthesize it. The reactants are: [NH:1]([C:3]1[N:8]=[CH:7][C:6]([C:9]2[CH:10]=[CH:11][C:12](=[O:16])[N:13]([CH3:15])[CH:14]=2)=[CH:5][CH:4]=1)[NH2:2].N(C1C=CC=CC=1)=[C:18]=[S:19].